Dataset: Catalyst prediction with 721,799 reactions and 888 catalyst types from USPTO. Task: Predict which catalyst facilitates the given reaction. The catalyst class is: 3. Reactant: [NH2:1][C@@H:2]1[C:11]2[C:6](=[CH:7][CH:8]=[CH:9][CH:10]=2)[C@H:5]([OH:12])[CH2:4][CH2:3]1.[H-].[Na+].F[C:16]1[CH:17]=[CH:18][C:19]2[N:20]([C:22]([N:25]3[CH2:30][CH2:29][CH2:28][C@@H:27]([CH2:31][O:32][Si:33]([CH:40]([CH3:42])[CH3:41])([CH:37]([CH3:39])[CH3:38])[CH:34]([CH3:36])[CH3:35])[CH2:26]3)=[N:23][N:24]=2)[CH:21]=1. Product: [CH:40]([Si:33]([CH:34]([CH3:36])[CH3:35])([CH:37]([CH3:39])[CH3:38])[O:32][CH2:31][C@@H:27]1[CH2:28][CH2:29][CH2:30][N:25]([C:22]2[N:20]3[CH:21]=[C:16]([O:12][C@H:5]4[C:6]5[C:11](=[CH:10][CH:9]=[CH:8][CH:7]=5)[C@@H:2]([NH2:1])[CH2:3][CH2:4]4)[CH:17]=[CH:18][C:19]3=[N:24][N:23]=2)[CH2:26]1)([CH3:41])[CH3:42].